From a dataset of Peptide-MHC class II binding affinity with 134,281 pairs from IEDB. Regression. Given a peptide amino acid sequence and an MHC pseudo amino acid sequence, predict their binding affinity value. This is MHC class II binding data. (1) The peptide sequence is GGLVQPGGSLRLSCA. The MHC is DRB1_0301 with pseudo-sequence DRB1_0301. The binding affinity (normalized) is 0.393. (2) The peptide sequence is FETIVVTVDSLPEFK. The MHC is DRB1_0404 with pseudo-sequence DRB1_0404. The binding affinity (normalized) is 0.400.